From a dataset of Antibody developability classification from SAbDab with 2,409 antibodies. Regression/Classification. Given an antibody's heavy chain and light chain sequences, predict its developability. TAP uses regression for 5 developability metrics; SAbDab uses binary classification. (1) The antibody is ['QVQLQESGPDLVKPSSSLKLTCTTTGYSISSGYSWHWIRQEPGKSLEWMGYIHYSGSTDYNDSLKARITITRDTASNMFFLQLSSVTSDDTAVYYCVIYRYDGQWVFDDWGAGTTVTVSS', 'DIVLTQSPATMSASLGQRVSMSCSASSSVSTSYFHWYQQKPGSSPKLWIYSTSNLASGVPGRFSGSGSGTSYSLSISSMEAEDAATYYCHQFHRSPLTFGAGTKLELK']. Result: 1 (developable). (2) The antibody is ['EVHLVESGGDLVKPGGSLKLSCAASGFTFSHYGMSWVRQTPDKRLEWVATIGSRGTYTHYPDSVKGRFTISRDNDKNALYLQMNSLKSEDTAMYYCARRSEFYYYGNTYYYSAMDYWGQGASVTVSS', 'DIVLTQSPASLAVSLGQRATISCRASESVDNYGFSFMNWFQQKPGQPPKLLIYAISNRGSGVPARFSGSGSGTDFSLNIHPVEEDDPAMYFCQQTKEVPWTFGGGTKLEIK']. Result: 0 (not developable). (3) The antibody is ['EVQLVESGGGLVQPGGSLRLSCAASGFNVSYSSIHWVRQAPGKGLEWVASIYSYYGYTYYADSVKGRFTISADTSKNTAYLQMNSLRAEDTAVYYCARGYYGAAMDYWGQGTLVTVSS', 'DIQMTQSPSSLSASVGDRVTITCRASQSVSSAVAWYQQKPGKAPKLLIYSASSLYSGVPSRFSGSRSGTDFTLTISSLQPEDFATYYCQQSSSSLITFGQGTKVEIK']. Result: 0 (not developable). (4) The antibody is ['QVQLQQSGGGLVQPGGSLKLSCAASGIDFSRYWMSWVRRAPGKGLEWIGEINPDSSTINYAPSLKDKFIISRDNAKNTLYLQMSKVRSEDTALYYCASLYYDYGDAMDYWGQGTSVTVSS', 'DIVMTQSQRFMTTSVGDRVSVTCKASQSVDSNVAWYQQKPRQSPKALIFSASLRFSGVPARFTGSGSGTDFTLTISNLQSEDLAEYFCQQYNNYPLTFGAGTKLELK']. Result: 0 (not developable). (5) The antibody is ['1vfb', 'DIVLTQSPASLSASVGETVTITCRASGNIHNYLAWYQQKQGKSPQLLVYYTTTLADGVPSRFSGSGSGTQYSLKINSLQPEDFGSYYCQHFFSTPRTFGGGTKLEIK']. Result: 0 (not developable). (6) The antibody is ['EVKVEESGGGLVQPGGSMKISCVVSGLTFSNYWMSWVRQSPEKGLEWVAEIRLKSDNYATYYAESVKGKFTISRDDSKSRLYLQMNNLRTEDTGIYYCFLPMDYWGQGTSVTVSS', 'DIVMTQAAFSNPVTLGTSASISCRSSKSLLHSDGITYLYWYLQKPGQSPHLLIYHLSNLASGVPDRFSSSGSGTDFTLRISRVEAEDVGIYYCAHNVELPRTFGGGTKLEIK']. Result: 0 (not developable). (7) The antibody is ['EVQLVQSGAELKKPGSSVKVSCKASGYIFTSSWINWVKQAPGQGLEWIGRIDPSDGEVHYNQDFKDKATLTVDKSTNTAYMELSSLRSEDTAVYYCARGFLPWFADWGQGTLVTVSS', 'DIQMTQSPSTLSASVGDRVTITCKASENVDTYVSWYQQKPGKAPKLLIYGASNRYTGVPSRFSGSGSGTDFTLTISSLQPDDFATYYCGQSYNYPFTFGQGTKVEVK']. Result: 0 (not developable). (8) The antibody is ['EVKLVESGGGLVKPGGSLKLSCAASGFGFTIYDMSWVRQTPEKRLEWVAYMSSGRGNTYYPDTVKGRFTISRDNAKNTLYLQMSSLKSEDTAMYYCTRGAFYYGYGFAYWGQGTLVTVSA', 'DIVMTQTPLSLPVSLGDQASISCRSSQFIVHSNGNTYLEWYLQKPGQSPKLLIYKVSNRFSGVPDRFSGSGSGTDFTLKISRVEAEDLGVYYCFQGSHVPWTFGGGTKLEIK']. Result: 0 (not developable). (9) The antibody is ['EVQLQESGPSLVKPSQTLSLTCSVTGDSVTSGYWSWIRQFPGNKLDYMGYISYRGSTYYNPSLKSRISITRDTSKNQVYLQLKSVSSEDTATYYCSYFDSDDYAMEYWGQGTSVTVS', 'QIVLTQSPAIMSASPGEKVTLTCSASSSVSSSHLYWYQQKPGSSPKLWIYSTSNLASGVPARFSGSGSGTSYSLTISSMEAEDAASYFCHQWSSFPFTFGSGTKLEIK']. Result: 0 (not developable). (10) The antibody is ['EVQLVQSGAEVKKPGSSVKVSCKASGGTFSSYAISWVRQAPGQGLEWMGGIIPIFGTANYAQKFQGRVTITADESTSTAYMELSSLRSEDTAVYYCAVGLPVDYWGQGTLVTVSS', 'SYELTQPPSVSVAPGQTARMTCGGNNIGTKSVHWYQQKPGQAPVLVVYNDRDRPSGIPERFSGSNSGNTATLTISRVEDGDEADYFCQVWDNYSDHVIFGGGTKLTVL']. Result: 0 (not developable).